The task is: Predict which catalyst facilitates the given reaction.. This data is from Catalyst prediction with 721,799 reactions and 888 catalyst types from USPTO. (1) Reactant: [Cl:1][C:2]1[CH:7]=[CH:6][C:5]([N:8]2[C:13](=[O:14])[C:12]3C=N[N:17]([C:18]4[CH:19]=[C:20]([S:24]([NH2:27])(=[O:26])=[O:25])[CH:21]=[CH:22][CH:23]=4)[C:11]=3[N:10]=[C:9]2[C:28]2[CH:33]=[CH:32][C:31](B3OC(C)(C)C(C)(C)O3)=[CH:30][CH:29]=2)=[CH:4][CH:3]=1.[NH2:43][C:44]1[CH:49]=[CH:48][C:47](Br)=[CH:46][N:45]=1.C(=O)([O-])[O-].[Cs+].[Cs+].[CH3:57][N:58](C)C=O. Product: [NH2:43][C:44]1[N:45]=[CH:46][C:47]([C:31]2[CH:32]=[CH:33][C:28]([C:9]3[N:8]([C:5]4[CH:4]=[CH:3][C:2]([Cl:1])=[CH:7][CH:6]=4)[C:13](=[O:14])[C:12]4[N:58]=[CH:57][N:17]([C:18]5[CH:19]=[C:20]([S:24]([NH2:27])(=[O:25])=[O:26])[CH:21]=[CH:22][CH:23]=5)[C:11]=4[N:10]=3)=[CH:29][CH:30]=2)=[CH:48][CH:49]=1. The catalyst class is: 140. (2) Reactant: [C:1]([N:4]1[C:13]2[C:8](=[CH:9][C:10]([C:15]([OH:17])=O)=[C:11]([F:14])[CH:12]=2)[C@H:7]([NH:18][C:19]2[N:24]=[C:23]([CH3:25])[CH:22]=[CH:21][N:20]=2)[C@@H:6]([CH3:26])[C@@H:5]1[CH:27]1[CH2:29][CH2:28]1)(=[O:3])[CH3:2].C[N:31](C(ON1N=NC2C=CC=NC1=2)=[N+](C)C)C.F[P-](F)(F)(F)(F)F.CCN(C(C)C)C(C)C.[Cl-].[NH4+]. Product: [C:1]([N:4]1[C:13]2[C:8](=[CH:9][C:10]([C:15]([NH2:31])=[O:17])=[C:11]([F:14])[CH:12]=2)[C@H:7]([NH:18][C:19]2[N:24]=[C:23]([CH3:25])[CH:22]=[CH:21][N:20]=2)[C@@H:6]([CH3:26])[C@@H:5]1[CH:27]1[CH2:28][CH2:29]1)(=[O:3])[CH3:2]. The catalyst class is: 9. (3) Product: [Cl:12][C:22]1[CH:23]=[CH:13][C:21]([C:3]([N:2]([O:10][CH3:6])[CH3:1])=[O:4])=[CH:20][N:19]=1. Reactant: [CH3:1][N:2](C)[CH:3]=[O:4].[C:6](Cl)(=[O:10])C(Cl)=O.[ClH:12].[CH3:13]NOC.C([N:19]([CH2:22][CH3:23])[CH2:20][CH3:21])C. The catalyst class is: 4.